Task: Predict the reactants needed to synthesize the given product.. Dataset: Full USPTO retrosynthesis dataset with 1.9M reactions from patents (1976-2016) (1) Given the product [N:1]([CH:4]([C:6]1[N:7]=[C:8]2[S:16][CH:15]=[C:14]([CH3:17])[N:9]2[C:10](=[O:13])[C:11]=1[C:18]1[CH:23]=[CH:22][CH:21]=[CH:20][CH:19]=1)[CH3:5])=[N+:2]=[N-:3], predict the reactants needed to synthesize it. The reactants are: [N:1]([CH:4]([C:6]1[N:7]=[C:8]2[S:16][CH:15]=[C:14]([CH3:17])[N:9]2[C:10](=[O:13])[C:11]=1Br)[CH3:5])=[N+:2]=[N-:3].[C:18]1(B(O)O)[CH:23]=[CH:22][CH:21]=[CH:20][CH:19]=1.C(=O)([O-])[O-].[Na+].[Na+]. (2) Given the product [C:23]([O:22][C:20]([N:10]1[C:11]2([CH2:19][O:18][CH2:17][CH2:16][O:15][CH2:14]2)[C:12](=[O:13])[N:7]([CH2:6][C:5]([OH:33])=[O:4])[C@H:8]([C:27]2[CH:28]=[CH:29][CH:30]=[CH:31][CH:32]=2)[CH2:9]1)=[O:21])([CH3:26])([CH3:24])[CH3:25], predict the reactants needed to synthesize it. The reactants are: [OH-].[Li+].C[O:4][C:5](=[O:33])[CH2:6][N:7]1[C:12](=[O:13])[C:11]2([CH2:19][O:18][CH2:17][CH2:16][O:15][CH2:14]2)[N:10]([C:20]([O:22][C:23]([CH3:26])([CH3:25])[CH3:24])=[O:21])[CH2:9][C@H:8]1[C:27]1[CH:32]=[CH:31][CH:30]=[CH:29][CH:28]=1. (3) Given the product [C:1]([Si:5]([CH3:31])([CH3:30])[O:6][CH2:7][C@H:8]([CH2:19][N:20]1[CH:28]=[N:27][C:26]2[C:21]1=[N:22][CH:23]=[N:24][C:25]=2[NH:29][C:32](=[O:39])[C:33]1[CH:38]=[CH:37][CH:36]=[CH:35][CH:34]=1)[C@H:9]([O:11][Si:12]([C:15]([CH3:17])([CH3:18])[CH3:16])([CH3:13])[CH3:14])[CH3:10])([CH3:2])([CH3:3])[CH3:4], predict the reactants needed to synthesize it. The reactants are: [C:1]([Si:5]([CH3:31])([CH3:30])[O:6][CH2:7][C@H:8]([CH2:19][N:20]1[CH:28]=[N:27][C:26]2[C:21]1=[N:22][CH:23]=[N:24][C:25]=2[NH2:29])[C@H:9]([O:11][Si:12]([C:15]([CH3:18])([CH3:17])[CH3:16])([CH3:14])[CH3:13])[CH3:10])([CH3:4])([CH3:3])[CH3:2].[C:32](Cl)(=[O:39])[C:33]1[CH:38]=[CH:37][CH:36]=[CH:35][CH:34]=1.N.CO. (4) Given the product [CH3:1][C:2]1[NH:3][C:4]([CH3:24])=[C:5]([C:20]([O:22][CH3:23])=[O:21])[CH:6]([C@H:12]2[CH2:16][CH2:15][C@@H:14]([C:17]([NH:40][CH2:39][CH2:38][CH2:37][N:34]3[CH2:33][CH2:32][N:31]([CH:25]4[CH2:30][CH2:29][CH2:28][CH2:27][CH2:26]4)[CH2:36][CH2:35]3)=[O:18])[CH2:13]2)[C:7]=1[C:8]([O:10][CH3:11])=[O:9], predict the reactants needed to synthesize it. The reactants are: [CH3:1][C:2]1[NH:3][C:4]([CH3:24])=[C:5]([C:20]([O:22][CH3:23])=[O:21])[CH:6]([C@H:12]2[CH2:16][CH2:15][C@@H:14]([C:17](O)=[O:18])[CH2:13]2)[C:7]=1[C:8]([O:10][CH3:11])=[O:9].[CH:25]1([N:31]2[CH2:36][CH2:35][N:34]([CH2:37][CH2:38][CH2:39][NH2:40])[CH2:33][CH2:32]2)[CH2:30][CH2:29][CH2:28][CH2:27][CH2:26]1. (5) Given the product [CH3:19][NH:20][CH2:21][C:23]1[CH:35]=[CH:34][C:33]2[C:32]3[C:27](=[CH:28][CH:29]=[CH:30][CH:31]=3)[CH2:26][C:25]=2[CH:24]=1, predict the reactants needed to synthesize it. The reactants are: C1C2CC3C(=CC=CC=3)C=2C=CC=1C(Cl)=O.CN.[CH3:19][NH:20][C:21]([C:23]1[CH:35]=[CH:34][C:33]2[C:32]3[C:27](=[CH:28][CH:29]=[CH:30][CH:31]=3)[CH2:26][C:25]=2[CH:24]=1)=O.[H-].[H-].[H-].[H-].[Li+].[Al+3]. (6) Given the product [NH2:1][C:2]1[C:11]2[C:6](=[CH:7][CH:8]=[CH:9][C:10]=2[O:12][CH2:13][C:14]([CH3:19])([CH3:18])[C:15](=[O:17])[NH:31][CH:28]([CH2:29][CH3:30])[CH2:27][CH3:26])[N:5]=[C:4]([CH3:20])[C:3]=1[C:21]([O:23][CH2:24][CH3:25])=[O:22], predict the reactants needed to synthesize it. The reactants are: [NH2:1][C:2]1[C:11]2[C:6](=[CH:7][CH:8]=[CH:9][C:10]=2[O:12][CH2:13][C:14]([CH3:19])([CH3:18])[C:15]([OH:17])=O)[N:5]=[C:4]([CH3:20])[C:3]=1[C:21]([O:23][CH2:24][CH3:25])=[O:22].[CH3:26][CH2:27][CH:28]([NH2:31])[CH2:29][CH3:30]. (7) The reactants are: [N+:1]([C:4]1[CH:9]=[CH:8][C:7]([N:10]2[CH2:14][CH2:13][CH2:12][CH2:11]2)=[CH:6][CH:5]=1)([O-])=O. Given the product [N:10]1([C:7]2[CH:8]=[CH:9][C:4]([NH2:1])=[CH:5][CH:6]=2)[CH2:11][CH2:12][CH2:13][CH2:14]1, predict the reactants needed to synthesize it.